From a dataset of Reaction yield outcomes from USPTO patents with 853,638 reactions. Predict the reaction yield, written as a fraction of the theoretical maximum amount of product (1.0 means a 100% yield; for example, 0.34 means a 34% yield). (1) The reactants are [CH3:1][O:2][C:3]1[CH:8]=[CH:7][C:6]([C:9]2[N:10]=[C:11]([NH2:24])[S:12][C:13]=2[CH2:14][C:15]2[CH:20]=[CH:19][C:18]([N+:21]([O-:23])=[O:22])=[CH:17][CH:16]=2)=[CH:5][CH:4]=1.[F:25][C:26]1[CH:27]=[C:28]([CH:32]=[C:33]([F:35])[CH:34]=1)[C:29](Cl)=[O:30]. No catalyst specified. The product is [F:25][C:26]1[CH:27]=[C:28]([CH:32]=[C:33]([F:35])[CH:34]=1)[C:29]([NH:24][C:11]1[S:12][C:13]([CH2:14][C:15]2[CH:20]=[CH:19][C:18]([N+:21]([O-:23])=[O:22])=[CH:17][CH:16]=2)=[C:9]([C:6]2[CH:7]=[CH:8][C:3]([O:2][CH3:1])=[CH:4][CH:5]=2)[N:10]=1)=[O:30]. The yield is 0.667. (2) The reactants are Br[C:2]1[CH:7]=[CH:6][CH:5]=[C:4]([Br:8])[CH:3]=1.[C:9]1(B(O)O)[C:22]2[C:23]3=[C:24]4[C:19](=[CH:20][CH:21]=2)[CH:18]=[CH:17][CH:16]=[C:15]4[CH:14]=[CH:13][C:12]3=[CH:11][CH:10]=1.C([O-])([O-])=O.[Na+].[Na+].CCO. The catalyst is C1C=CC([P]([Pd]([P](C2C=CC=CC=2)(C2C=CC=CC=2)C2C=CC=CC=2)([P](C2C=CC=CC=2)(C2C=CC=CC=2)C2C=CC=CC=2)[P](C2C=CC=CC=2)(C2C=CC=CC=2)C2C=CC=CC=2)(C2C=CC=CC=2)C2C=CC=CC=2)=CC=1.C1(C)C=CC=CC=1. The product is [Br:8][C:4]1[CH:3]=[C:2]([C:16]2[C:15]3[C:24]4=[C:23]5[C:12](=[CH:13][CH:14]=3)[CH:11]=[CH:10][CH:9]=[C:22]5[CH:21]=[CH:20][C:19]4=[CH:18][CH:17]=2)[CH:7]=[CH:6][CH:5]=1. The yield is 0.720.